Task: Regression. Given a peptide amino acid sequence and an MHC pseudo amino acid sequence, predict their binding affinity value. This is MHC class II binding data.. Dataset: Peptide-MHC class II binding affinity with 134,281 pairs from IEDB (1) The peptide sequence is YDKFLQNVSTVLTGK. The MHC is DRB1_0405 with pseudo-sequence DRB1_0405. The binding affinity (normalized) is 0.547. (2) The peptide sequence is TPEKEEPTAAPAEPE. The MHC is DRB1_1201 with pseudo-sequence DRB1_1201. The binding affinity (normalized) is 0. (3) The peptide sequence is SGEGSFQPSQENPQ. The MHC is HLA-DQA10302-DQB10303 with pseudo-sequence HLA-DQA10302-DQB10303. The binding affinity (normalized) is 0.0776. (4) The peptide sequence is YFKGNFERLAITKGK. The MHC is DRB1_0401 with pseudo-sequence DRB1_0401. The binding affinity (normalized) is 0.575. (5) The binding affinity (normalized) is 0.469. The MHC is DRB3_0202 with pseudo-sequence DRB3_0202. The peptide sequence is PKFVKQNTLKGAT. (6) The peptide sequence is SEPGKYTAYEGQRVVF. The MHC is DRB5_0101 with pseudo-sequence DRB5_0101. The binding affinity (normalized) is 0.420.